Dataset: Reaction yield outcomes from USPTO patents with 853,638 reactions. Task: Predict the reaction yield, written as a fraction of the theoretical maximum amount of product (1.0 means a 100% yield; for example, 0.34 means a 34% yield). (1) The reactants are [CH3:1][C:2]1[CH:16]=[C:15]([O:17][CH2:18][C:19]2[N:20]=[C:21](/[CH:24]=[CH:25]/[C:26]3[CH:31]=[CH:30][C:29]([C:32]([F:35])([F:34])[F:33])=[CH:28][C:27]=3[F:36])[O:22][CH:23]=2)[CH:14]=[CH:13][C:3]=1[CH2:4][S:5][CH2:6][CH2:7][N:8]1[CH:12]=[CH:11][N:10]=[N:9]1.ClC1C=C(C(OO)=[O:45])C=CC=1. The catalyst is ClCCl.C(OCC)(=O)C. The product is [F:36][C:27]1[CH:28]=[C:29]([C:32]([F:34])([F:33])[F:35])[CH:30]=[CH:31][C:26]=1/[CH:25]=[CH:24]/[C:21]1[O:22][CH:23]=[C:19]([CH2:18][O:17][C:15]2[CH:14]=[CH:13][C:3]([CH2:4][S:5]([CH2:6][CH2:7][N:8]3[CH:12]=[CH:11][N:10]=[N:9]3)=[O:45])=[C:2]([CH3:1])[CH:16]=2)[N:20]=1. The yield is 0.460. (2) The reactants are [CH2:1]([O:3][C:4](=[O:36])[CH2:5][CH2:6][CH2:7][CH2:8][CH2:9][O:10][CH2:11][CH2:12][O:13][CH2:14][CH2:15][O:16][CH2:17][CH2:18][O:19][CH2:20][CH2:21][O:22][CH2:23][CH2:24][O:25][CH2:26][CH2:27][O:28]CC1C=CC=CC=1)[CH3:2]. The catalyst is C(O)C.[Pd]. The product is [CH2:1]([O:3][C:4](=[O:36])[CH2:5][CH2:6][CH2:7][CH2:8][CH2:9][O:10][CH2:11][CH2:12][O:13][CH2:14][CH2:15][O:16][CH2:17][CH2:18][O:19][CH2:20][CH2:21][O:22][CH2:23][CH2:24][O:25][CH2:26][CH2:27][OH:28])[CH3:2]. The yield is 0.790. (3) The reactants are [Br:1][C:2]1[CH:3]=[C:4]2[C:15](=[CH:16][CH:17]=1)[O:14][C:7]1[C:8]([F:13])=[N:9][C:10]([Cl:12])=[CH:11][C:6]=1[C:5]2=O.[CH3:19][C:20]([S@:23]([NH2:25])=[O:24])([CH3:22])[CH3:21]. The catalyst is C1COCC1.[O-]CC.[Ti+4].[O-]CC.[O-]CC.[O-]CC. The product is [Br:1][C:2]1[CH:3]=[C:4]2[C:15](=[CH:16][CH:17]=1)[O:14][C:7]1[C:8]([F:13])=[N:9][C:10]([Cl:12])=[CH:11][C:6]=1[C:5]2=[N:25][S:23]([C:20]([CH3:22])([CH3:21])[CH3:19])=[O:24]. The yield is 0.571. (4) The reactants are C(N(C(C)C)CC)(C)C.[N:10]1[C:19]2[C:14](=[CH:15][CH:16]=[CH:17][CH:18]=2)[CH:13]=[C:12]([NH:20][C:21]2[C:22]3[CH2:30][CH2:29][NH:28][CH2:27][C:23]=3[N:24]=[CH:25][N:26]=2)[CH:11]=1.Br[CH2:32][CH:33]1[CH2:38][CH2:37][CH2:36][CH2:35][CH2:34]1. The catalyst is C(O)C. The product is [CH:33]1([CH2:32][N:28]2[CH2:29][CH2:30][C:22]3[C:21]([NH:20][C:12]4[CH:11]=[N:10][C:19]5[C:14]([CH:13]=4)=[CH:15][CH:16]=[CH:17][CH:18]=5)=[N:26][CH:25]=[N:24][C:23]=3[CH2:27]2)[CH2:38][CH2:37][CH2:36][CH2:35][CH2:34]1. The yield is 0.0950.